Dataset: Full USPTO retrosynthesis dataset with 1.9M reactions from patents (1976-2016). Task: Predict the reactants needed to synthesize the given product. (1) Given the product [N+:31]([C:28]1[CH:27]=[CH:26][C:25]([O:24][C:22](=[O:23])[NH:1][CH2:2][C:3]2[C:12](=[O:13])[C:11]3[C:6](=[CH:7][C:8]([Cl:14])=[CH:9][CH:10]=3)[N:5]([C:15]3[CH:16]=[CH:17][CH:18]=[CH:19][CH:20]=3)[CH:4]=2)=[CH:30][CH:29]=1)([O-:33])=[O:32], predict the reactants needed to synthesize it. The reactants are: [NH2:1][CH2:2][C:3]1[C:12](=[O:13])[C:11]2[C:6](=[CH:7][C:8]([Cl:14])=[CH:9][CH:10]=2)[N:5]([C:15]2[CH:20]=[CH:19][CH:18]=[CH:17][CH:16]=2)[CH:4]=1.Cl[C:22]([O:24][C:25]1[CH:30]=[CH:29][C:28]([N+:31]([O-:33])=[O:32])=[CH:27][CH:26]=1)=[O:23].C(N(CC)C(C)C)(C)C. (2) Given the product [C:20]([NH:7][CH2:6][C:5]1[CH:8]=[CH:9][C:10]([O:11][CH3:12])=[C:3]([O:2][CH3:1])[CH:4]=1)(=[O:27])[C:21]1[CH:26]=[CH:25][CH:24]=[CH:23][CH:22]=1, predict the reactants needed to synthesize it. The reactants are: [CH3:1][O:2][C:3]1[CH:4]=[C:5]([CH:8]=[CH:9][C:10]=1[O:11][CH3:12])[CH2:6][NH2:7].C(N(CC)CC)C.[C:20](Cl)(=[O:27])[C:21]1[CH:26]=[CH:25][CH:24]=[CH:23][CH:22]=1.